This data is from Full USPTO retrosynthesis dataset with 1.9M reactions from patents (1976-2016). The task is: Predict the reactants needed to synthesize the given product. Given the product [CH3:3][O:22][N:21]=[CH:20][CH:12]1[CH:11]([C:8]2[CH:7]=[CH:6][C:5]([F:4])=[CH:10][CH:9]=2)[CH2:17][CH:16]2[N:18]([CH3:19])[CH:13]1[CH2:14][CH2:15]2, predict the reactants needed to synthesize it. The reactants are: [N+](=[CH2:3])=[N-].[F:4][C:5]1[CH:10]=[CH:9][C:8]([CH:11]2[CH2:17][CH:16]3[N:18]([CH3:19])[CH:13]([CH2:14][CH2:15]3)[CH:12]2[CH:20]=[N:21][OH:22])=[CH:7][CH:6]=1.C(OCC)(=O)C.